Task: Predict which catalyst facilitates the given reaction.. Dataset: Catalyst prediction with 721,799 reactions and 888 catalyst types from USPTO (1) Reactant: [Mg].Br[C:3]1[CH:8]=[CH:7][C:6]([Br:9])=[CH:5][CH:4]=1.[O:10]1[C:14]2([CH2:19][CH2:18][C:17](=[O:20])[CH2:16][CH2:15]2)[O:13][CH2:12][CH2:11]1.[NH4+].[Cl-]. Product: [Br:9][C:6]1[CH:7]=[CH:8][C:3]([C:17]2([OH:20])[CH2:18][CH2:19][C:14]3([O:13][CH2:12][CH2:11][O:10]3)[CH2:15][CH2:16]2)=[CH:4][CH:5]=1. The catalyst class is: 1. (2) Reactant: [O:1]=[C:2]1[CH2:10][C:9]2[C:4](=[CH:5][C:6]([NH:11][C:12]3[CH:13]=[C:14]([NH:18][C:19]([NH:21][C:22]4[CH:27]=[CH:26][CH:25]=[C:24]([C:28]([F:31])([F:30])[F:29])[CH:23]=4)=[O:20])[CH:15]=[CH:16][CH:17]=3)=[CH:7][CH:8]=2)[NH:3]1.[NH:32]1[CH:36]=[CH:35][CH:34]=[C:33]1[CH:37]=O.N1CCCCC1. Product: [O:1]=[C:2]1[C:10](=[CH:37][C:33]2[NH:32][CH:36]=[CH:35][CH:34]=2)[C:9]2[C:4](=[CH:5][C:6]([NH:11][C:12]3[CH:13]=[C:14]([NH:18][C:19]([NH:21][C:22]4[CH:27]=[CH:26][CH:25]=[C:24]([C:28]([F:29])([F:31])[F:30])[CH:23]=4)=[O:20])[CH:15]=[CH:16][CH:17]=3)=[CH:7][CH:8]=2)[NH:3]1. The catalyst class is: 8. (3) Reactant: [Si:1]([O:8][CH2:9][C:10]1[CH:15]=[CH:14][C:13]([OH:16])=[CH:12][CH:11]=1)([C:4]([CH3:7])([CH3:6])[CH3:5])([CH3:3])[CH3:2].Cl[C:18]([O:20][C:21]1[CH:26]=[CH:25][C:24]([N+:27]([O-:29])=[O:28])=[CH:23][CH:22]=1)=[O:19]. Product: [C:18](=[O:19])([O:20][C:21]1[CH:22]=[CH:23][C:24]([N+:27]([O-:29])=[O:28])=[CH:25][CH:26]=1)[O:16][C:13]1[CH:14]=[CH:15][C:10]([CH2:9][O:8][Si:1]([C:4]([CH3:7])([CH3:6])[CH3:5])([CH3:3])[CH3:2])=[CH:11][CH:12]=1. The catalyst class is: 2. (4) Reactant: [CH3:1][O:2][C:3]1[CH:8]=[CH:7][C:6]([C@@H:9]([C:21]2[N:22]=[C:23]([NH2:26])[NH:24][CH:25]=2)[CH2:10][C:11]2[CH:16]=[CH:15][C:14]([C:17]([F:20])([F:19])[F:18])=[CH:13][CH:12]=2)=[CH:5][CH:4]=1.[CH:27](=[O:34])[C:28]1[CH:33]=[CH:32][CH:31]=[CH:30][CH:29]=1.C(=O)([O-])[O-].[Na+].[Na+]. Product: [NH2:26][C:23]1[NH:24][C:25]([CH:27]([C:28]2[CH:33]=[CH:32][CH:31]=[CH:30][CH:29]=2)[OH:34])=[C:21]([C@H:9]([C:6]2[CH:5]=[CH:4][C:3]([O:2][CH3:1])=[CH:8][CH:7]=2)[CH2:10][C:11]2[CH:12]=[CH:13][C:14]([C:17]([F:18])([F:19])[F:20])=[CH:15][CH:16]=2)[N:22]=1. The catalyst class is: 90. (5) Reactant: [N:1]1([C:7]2[N:8]=[C:9](O)[C:10]3[CH2:16][CH2:15][N:14]([C:17]4[C:22]([C:23]([F:26])([F:25])[F:24])=[CH:21][CH:20]=[CH:19][N:18]=4)[CH2:13][CH2:12][C:11]=3[N:27]=2)[CH2:6][CH2:5][CH2:4][CH2:3][CH2:2]1.O=P(Cl)(Cl)[Cl:31]. Product: [Cl:31][C:9]1[C:10]2[CH2:16][CH2:15][N:14]([C:17]3[C:22]([C:23]([F:24])([F:25])[F:26])=[CH:21][CH:20]=[CH:19][N:18]=3)[CH2:13][CH2:12][C:11]=2[N:27]=[C:7]([N:1]2[CH2:6][CH2:5][CH2:4][CH2:3][CH2:2]2)[N:8]=1. The catalyst class is: 210. (6) Reactant: [CH:1]([O:4][C:5]1[N:10]=[C:9]([C:11]2[C:19]3[C:14](=[CH:15][CH:16]=[C:17]([C:20]4[N:24]=[C:23]([NH2:25])[O:22][N:21]=4)[CH:18]=3)[N:13](S(C3C=CC(C)=CC=3)(=O)=O)[CH:12]=2)[CH:8]=[N:7][CH:6]=1)([CH3:3])[CH3:2].[OH-].[Na+]. Product: [CH:1]([O:4][C:5]1[N:10]=[C:9]([C:11]2[C:19]3[C:14](=[CH:15][CH:16]=[C:17]([C:20]4[N:24]=[C:23]([NH2:25])[O:22][N:21]=4)[CH:18]=3)[NH:13][CH:12]=2)[CH:8]=[N:7][CH:6]=1)([CH3:3])[CH3:2]. The catalyst class is: 12. (7) Reactant: [C:1]([O:5][C:6](=[O:25])[NH:7][C:8]1[C:13]([N+:14]([O-:16])=[O:15])=[CH:12][C:11]([C:17]2[CH:22]=[CH:21][CH:20]=[CH:19][C:18]=2[F:23])=[C:10](Cl)[CH:9]=1)([CH3:4])([CH3:3])[CH3:2].[NH:26]([CH3:28])[CH3:27]. Product: [C:1]([O:5][C:6](=[O:25])[NH:7][C:8]1[C:13]([N+:14]([O-:16])=[O:15])=[CH:12][C:11]([C:17]2[CH:22]=[CH:21][CH:20]=[CH:19][C:18]=2[F:23])=[C:10]([N:26]([CH3:28])[CH3:27])[CH:9]=1)([CH3:4])([CH3:3])[CH3:2]. The catalyst class is: 16. (8) Reactant: CCCC[N+](CCCC)(CCCC)CCCC.[F-].[Si]([O:26][CH2:27][CH2:28][CH2:29][N:30]1[C:39]2[C:34](=[CH:35][CH:36]=[CH:37][CH:38]=2)[CH2:33][CH:32]([NH:40][C:41]([C:43]2[NH:44][C:45]3[C:50]([CH:51]=2)=[CH:49][C:48]([Cl:52])=[CH:47][CH:46]=3)=[O:42])[C:31]1=[O:53])(C(C)(C)C)(C)C. Product: [Cl:52][C:48]1[CH:49]=[C:50]2[C:45](=[CH:46][CH:47]=1)[NH:44][C:43]([C:41]([NH:40][CH:32]1[CH2:33][C:34]3[C:39](=[CH:38][CH:37]=[CH:36][CH:35]=3)[N:30]([CH2:29][CH2:28][CH2:27][OH:26])[C:31]1=[O:53])=[O:42])=[CH:51]2. The catalyst class is: 1. (9) Reactant: [CH2:1]([N:3](CC)[CH2:4]C)C.Cl.CNC.[CH3:12][C:13]([N:17]1[CH2:22][CH2:21][C:20](=O)[CH2:19][CH2:18]1)([CH3:16])[C:14]#[CH:15].[BH4-].[Na+].N. Product: [CH3:12][C:13]([N:17]1[CH2:22][CH2:21][CH:20]([N:3]([CH3:4])[CH3:1])[CH2:19][CH2:18]1)([CH3:16])[C:14]#[CH:15]. The catalyst class is: 412. (10) Reactant: Cl[C:2]1[CH:7]=[C:6]([N:8]2[CH2:13][CH2:12][N:11]([CH3:14])[CH2:10][CH2:9]2)[CH:5]=[C:4]([NH:15][CH2:16][C:17]2[CH:22]=[CH:21][C:20]([O:23][CH3:24])=[CH:19][CH:18]=2)[N:3]=1.[Br-].[CH:26]12[CH2:35][CH:30]3[CH2:31][CH:32]([CH2:34][CH:28]([CH2:29]3)[CH:27]1[Zn+])[CH2:33]2. Product: [CH:26]12[CH2:35][CH:30]3[CH2:31][CH:32]([CH2:34][CH:28]([CH2:29]3)[CH:27]1[C:2]1[CH:7]=[C:6]([N:8]3[CH2:13][CH2:12][N:11]([CH3:14])[CH2:10][CH2:9]3)[CH:5]=[C:4]([NH:15][CH2:16][C:17]3[CH:22]=[CH:21][C:20]([O:23][CH3:24])=[CH:19][CH:18]=3)[N:3]=1)[CH2:33]2. The catalyst class is: 450.